This data is from Reaction yield outcomes from USPTO patents with 853,638 reactions. The task is: Predict the reaction yield, written as a fraction of the theoretical maximum amount of product (1.0 means a 100% yield; for example, 0.34 means a 34% yield). (1) The reactants are [C:1]([O:5][C:6](=[O:9])[CH2:7][NH2:8])([CH3:4])([CH3:3])[CH3:2].[CH2:10]([C:12]([CH3:18])([CH2:16][CH3:17])[CH2:13][CH:14]=O)[CH3:11]. The catalyst is C(Cl)Cl. The product is [C:1]([O:5][C:6](=[O:9])[CH2:7]/[N:8]=[CH:11]/[CH2:10][C:12]([CH2:16][CH3:17])([CH3:18])[CH2:13][CH3:14])([CH3:4])([CH3:3])[CH3:2]. The yield is 1.00. (2) The reactants are [O:1]1[CH2:6][CH2:5][O:4][CH2:3][C@H:2]1[CH2:7][OH:8].C1(S(O[CH2:19][CH2:20][O:21][C:22]2[CH:27]=[CH:26][C:25]([B:28]3[O:32][C:31]([CH3:34])([CH3:33])[C:30]([CH3:36])([CH3:35])[O:29]3)=[CH:24][CH:23]=2)(=O)=O)C=CC=CC=1. No catalyst specified. The product is [CH3:34][C:31]1([CH3:33])[C:30]([CH3:35])([CH3:36])[O:29][B:28]([C:25]2[CH:24]=[CH:23][C:22]([O:21][CH2:20][CH2:19][O:8][CH2:7][C@@H:2]3[CH2:3][O:4][CH2:5][CH2:6][O:1]3)=[CH:27][CH:26]=2)[O:32]1. The yield is 0.250. (3) The reactants are [CH:1]([N:4]1[C:12]2[C:7](=[CH:8][CH:9]=[CH:10][CH:11]=2)[CH:6]=[CH:5]1)([CH3:3])[CH3:2].[C:13](Cl)(=[O:17])[C:14](Cl)=[O:15].C(N(CC)CC)C.[CH2:26]([CH:30]1[CH2:35][CH2:34][N:33]([CH2:36][CH2:37][NH2:38])[CH2:32][CH2:31]1)[CH2:27][CH2:28][CH3:29]. The catalyst is C(OCC)C.ClCCl. The product is [CH2:26]([CH:30]1[CH2:31][CH2:32][N:33]([CH2:36][CH2:37][NH:38][C:13](=[O:17])[C:14]([C:6]2[C:7]3[C:12](=[CH:11][CH:10]=[CH:9][CH:8]=3)[N:4]([CH:1]([CH3:3])[CH3:2])[CH:5]=2)=[O:15])[CH2:34][CH2:35]1)[CH2:27][CH2:28][CH3:29]. The yield is 0.0200. (4) The product is [C:22]([O:26][C:27](=[O:28])[NH:29][C@H:30]([C:31](=[O:32])[NH:1][C:2]1[CH:3]=[C:4]2[C:20](=[O:21])[NH:19][N:18]=[CH:17][C:6]3=[C:7]([C:11]4[CH:12]=[CH:13][CH:14]=[CH:15][CH:16]=4)[NH:8][C:9]([CH:10]=1)=[C:5]23)[CH2:34][CH2:35][C:36]1[CH:41]=[CH:40][CH:39]=[CH:38][CH:37]=1)([CH3:25])([CH3:23])[CH3:24]. The catalyst is C(Cl)Cl.CN(C)C=O.CO.CCCCCC. The reactants are [NH2:1][C:2]1[CH:3]=[C:4]2[C:20](=[O:21])[NH:19][N:18]=[CH:17][C:6]3=[C:7]([C:11]4[CH:16]=[CH:15][CH:14]=[CH:13][CH:12]=4)[NH:8][C:9]([CH:10]=1)=[C:5]23.[C:22]([O:26][C:27]([NH:29][C@@H:30]([CH2:34][CH2:35][C:36]1[CH:41]=[CH:40][CH:39]=[CH:38][CH:37]=1)[C:31](O)=[O:32])=[O:28])([CH3:25])([CH3:24])[CH3:23].C(N(CC)CC)C.F[P-](F)(F)(F)(F)F.N1(OC(N(C)C)=[N+](C)C)C2N=CC=CC=2N=N1. The yield is 0.740. (5) The reactants are [Cl:1][C:2]1[CH:7]=[C:6]([N+:8]([O-])=O)[CH:5]=[CH:4][C:3]=1[S:11]([NH:14][C:15]1[C:16]([F:25])=[CH:17][C:18]2[CH2:22][O:21][B:20]([OH:23])[C:19]=2[CH:24]=1)(=[O:13])=[O:12]. The catalyst is CC(O)=O.[Fe]. The product is [NH2:8][C:6]1[CH:5]=[CH:4][C:3]([S:11]([NH:14][C:15]2[C:16]([F:25])=[CH:17][C:18]3[CH2:22][O:21][B:20]([OH:23])[C:19]=3[CH:24]=2)(=[O:12])=[O:13])=[C:2]([Cl:1])[CH:7]=1. The yield is 0.0200. (6) The reactants are [Si:1]([O:8][CH2:9][C@@H:10]([N:16]([CH3:29])[C:17]([NH:19][CH2:20][C:21]1[CH:26]=[CH:25][CH:24]=[C:23]([F:27])[C:22]=1[Cl:28])=[O:18])[CH2:11][CH2:12][C:13](O)=[O:14])([C:4]([CH3:7])([CH3:6])[CH3:5])([CH3:3])[CH3:2].CN(C(ON1N=NC2C=CC=CC1=2)=[N+](C)C)C.F[P-](F)(F)(F)(F)F.[C:54]([N:61]1[CH2:66][CH2:65][NH:64][CH2:63][CH2:62]1)([O:56][C:57]([CH3:60])([CH3:59])[CH3:58])=[O:55].CCN(C(C)C)C(C)C. The catalyst is CN(C=O)C.[Cl-].[Na+].O.CCOCC. The product is [Si:1]([O:8][CH2:9][C@@H:10]([N:16]([CH3:29])[C:17]([NH:19][CH2:20][C:21]1[CH:26]=[CH:25][CH:24]=[C:23]([F:27])[C:22]=1[Cl:28])=[O:18])[CH2:11][CH2:12][C:13]([N:64]1[CH2:63][CH2:62][N:61]([C:54]([O:56][C:57]([CH3:60])([CH3:59])[CH3:58])=[O:55])[CH2:66][CH2:65]1)=[O:14])([C:4]([CH3:5])([CH3:7])[CH3:6])([CH3:2])[CH3:3]. The yield is 0.680.